This data is from Full USPTO retrosynthesis dataset with 1.9M reactions from patents (1976-2016). The task is: Predict the reactants needed to synthesize the given product. (1) The reactants are: Br[C:2]1[CH:3]=[CH:4][C:5]([CH3:33])=[C:6]([CH:32]=1)[CH2:7][N:8]1[C:16]2[C:11](=[CH:12][CH:13]=[CH:14][CH:15]=2)[C:10]([C:17]2[CH:22]=[CH:21][C:20]([C:23]([CH3:26])([CH3:25])[CH3:24])=[CH:19][CH:18]=2)=[C:9]1[C:27]([O:29]CC)=[O:28].[CH3:34][S:35][C:36]1[CH:37]=[C:38](B(O)O)[CH:39]=[CH:40][CH:41]=1.C([O-])([O-])=O.[Na+].[Na+].[OH-].[Na+]. Given the product [CH3:26][C:23]([C:20]1[CH:21]=[CH:22][C:17]([C:10]2[C:11]3[C:16](=[CH:15][CH:14]=[CH:13][CH:12]=3)[N:8]([CH2:7][C:6]3[CH:32]=[C:2]([C:38]4[CH:39]=[CH:40][CH:41]=[C:36]([S:35][CH3:34])[CH:37]=4)[CH:3]=[CH:4][C:5]=3[CH3:33])[C:9]=2[C:27]([OH:29])=[O:28])=[CH:18][CH:19]=1)([CH3:24])[CH3:25], predict the reactants needed to synthesize it. (2) Given the product [CH2:17]([O:16][C:13]1[CH:12]=[CH:11][C:10]([C:8](=[O:9])[CH2:7][C:4]2[CH:3]=[CH:2][N:1]=[CH:6][CH:5]=2)=[C:15]([F:48])[CH:14]=1)[C:18]1[CH:27]=[CH:26][CH:25]=[CH:20][CH:21]=1, predict the reactants needed to synthesize it. The reactants are: [N:1]1[CH:6]=[CH:5][C:4]([CH2:7][C:8]([C:10]2[CH:15]=[CH:14][C:13]([O:16][CH2:17][C:18]3[CH:27]=[CH:26][C:25]4[C:20](=[CH:21]C=CC=4)N=3)=[CH:12][CH:11]=2)=[O:9])=[CH:3][CH:2]=1.C(OC1C=CC(C(N(OC)C)=O)=C([F:48])C=1)C1C=CC=CC=1. (3) Given the product [N:3]1[CH:4]=[CH:5][CH:6]=[N:1][C:2]=1[C:7]1([C:10]2[NH:24][C:23]3=[N:22][C:21]([N:25]4[CH2:30][CH2:29][CH2:28][C@@H:27]([C:31]([N:33]5[CH2:37][CH2:36][CH2:35][CH2:34]5)=[O:32])[CH2:26]4)=[CH:20][CH:19]=[C:18]3[N:17]=2)[CH2:8][CH2:9]1, predict the reactants needed to synthesize it. The reactants are: [N:1]1[CH:6]=[CH:5][CH:4]=[N:3][C:2]=1[C:7]1([CH:10]=O)[CH2:9][CH2:8]1.[S].C(O)(=O)C.[NH2:17][C:18]1[CH:19]=[CH:20][C:21]([N:25]2[CH2:30][CH2:29][CH2:28][C@@H:27]([C:31]([N:33]3[CH2:37][CH2:36][CH2:35][CH2:34]3)=[O:32])[CH2:26]2)=[N:22][C:23]=1[NH2:24]. (4) Given the product [C:4]([CH:6]1[CH2:7][CH2:8][N:9]([C:12]([O:14][C:15]([CH3:16])([CH3:17])[CH3:18])=[O:13])[CH2:10][CH2:11]1)(=[O:5])[CH3:20], predict the reactants needed to synthesize it. The reactants are: CON(C)[C:4]([CH:6]1[CH2:11][CH2:10][N:9]([C:12]([O:14][C:15]([CH3:18])([CH3:17])[CH3:16])=[O:13])[CH2:8][CH2:7]1)=[O:5].[CH3:20]COCC. (5) Given the product [CH3:2][N:3]([CH3:8])[CH2:4][CH2:5][CH2:6][O:35][CH2:34][C:16]1[S:17][CH:18]=[C:19]2[C:25]=1[C:24]1[CH:26]=[CH:27][CH:28]=[CH:29][C:23]=1[O:22][C:21]1[CH:30]=[CH:31][CH:32]=[CH:33][C:20]2=1, predict the reactants needed to synthesize it. The reactants are: Cl.[CH3:2][N:3]([CH3:8])[CH2:4][CH2:5][CH2:6]Cl.C1(C)C=CC=CC=1.[C:16]1([CH2:34][OH:35])[S:17][CH:18]=[C:19]2[C:25]=1[C:24]1[CH:26]=[CH:27][CH:28]=[CH:29][C:23]=1[O:22][C:21]1[CH:30]=[CH:31][CH:32]=[CH:33][C:20]2=1. (6) Given the product [NH2:11][C:4]1[C:3]([O:2][CH3:1])=[CH:10][CH:9]=[CH:8][C:5]=1[C:6]#[N:7], predict the reactants needed to synthesize it. The reactants are: [CH3:1][O:2][C:3]1[C:4]([N+:11]([O-])=O)=[C:5]([CH:8]=[CH:9][CH:10]=1)[C:6]#[N:7]. (7) The reactants are: [C:1]([O:16][C@H:17]([CH2:22][CH2:23][CH2:24][CH2:25][CH2:26][CH2:27][CH2:28][CH2:29][CH2:30][CH2:31][CH3:32])[CH2:18][C:19](Cl)=[O:20])(=O)[CH2:2][CH2:3][CH2:4][CH2:5][CH2:6][CH2:7]CCCCCCC.[NH2:33][CH2:34][CH2:35][CH2:36][C@@H:37]([NH:41]C(=O)C[C@H](O)CCCCCCCCCCC)[CH:38](N)[OH:39]. Given the product [NH2:33][CH2:34][CH2:35][CH2:36][C@@H:37]([NH:41][C:19](=[O:20])[CH2:18][C@H:17]([O:16][CH2:1][C:2]1[CH:3]=[CH:4][CH:5]=[CH:6][CH:7]=1)[CH2:22][CH2:23][CH2:24][CH2:25][CH2:26][CH2:27][CH2:28][CH2:29][CH2:30][CH2:31][CH3:32])[CH2:38][OH:39], predict the reactants needed to synthesize it.